From a dataset of Forward reaction prediction with 1.9M reactions from USPTO patents (1976-2016). Predict the product of the given reaction. (1) Given the reactants Br[C:2]1[CH:3]=[C:4]([N:8]2[CH2:23][CH:11]3[CH2:12][N:13]([C:16]([O:18][C:19]([CH3:22])([CH3:21])[CH3:20])=[O:17])[CH2:14][CH2:15][N:10]3[C:9]2=[O:24])[CH:5]=[CH:6][CH:7]=1.[CH2:25]([NH:27][CH2:28][CH3:29])[CH3:26].CC(C)([O-])C.[Na+], predict the reaction product. The product is: [CH2:25]([N:27]([CH2:28][CH3:29])[C:2]1[CH:3]=[C:4]([N:8]2[CH2:23][CH:11]3[CH2:12][N:13]([C:16]([O:18][C:19]([CH3:22])([CH3:21])[CH3:20])=[O:17])[CH2:14][CH2:15][N:10]3[C:9]2=[O:24])[CH:5]=[CH:6][CH:7]=1)[CH3:26]. (2) Given the reactants Cl.[C:2]([C:4]1([NH:7][C:8]([C@@H:10]2[CH2:14][C@@H:13]([S:15]([C:18]3[CH:23]=[CH:22][CH:21]=[CH:20][C:19]=3[Cl:24])(=[O:17])=[O:16])[CH2:12][NH:11]2)=[O:9])[CH2:6][CH2:5]1)#[N:3].[C:25](O)(=[O:27])[CH3:26], predict the reaction product. The product is: [C:2]([C:4]1([NH:7][C:8]([C@@H:10]2[CH2:14][C@@H:13]([S:15]([C:18]3[CH:23]=[CH:22][CH:21]=[CH:20][C:19]=3[Cl:24])(=[O:17])=[O:16])[CH2:12][N:11]2[C:25](=[O:27])[CH3:26])=[O:9])[CH2:6][CH2:5]1)#[N:3]. (3) Given the reactants [CH:1]1([C:5]2[C:26]([C:27]3[NH:31][C:30]([CH3:32])=[N:29][N:28]=3)=[CH:25][C:8]([C:9]([N:11]3[CH2:16][CH2:15][CH:14]([C:17]4[CH:24]=[CH:23][C:20]([C:21]#[N:22])=[CH:19][CH:18]=4)[CH2:13][CH2:12]3)=[O:10])=[C:7]([CH3:33])[CH:6]=2)[CH2:4][CH2:3][CH2:2]1.[C:34](NN)(=O)CC, predict the reaction product. The product is: [CH:1]1([C:5]2[C:26]([C:27]3[NH:31][C:30]([CH2:32][CH3:34])=[N:29][N:28]=3)=[CH:25][C:8]([C:9]([N:11]3[CH2:12][CH2:13][CH:14]([C:17]4[CH:24]=[CH:23][C:20]([C:21]#[N:22])=[CH:19][CH:18]=4)[CH2:15][CH2:16]3)=[O:10])=[C:7]([CH3:33])[CH:6]=2)[CH2:4][CH2:3][CH2:2]1. (4) Given the reactants Cl.[NH:2]1[CH2:7][CH2:6][CH:5]([N:8]2[N:12]=[C:11]([CH2:13][O:14][C:15]3[CH:16]=[CH:17][C:18]([N:21]4[CH:25]=[N:24][N:23]=[N:22]4)=[N:19][CH:20]=3)[CH:10]=[N:9]2)[CH2:4][CH2:3]1.C(N(CC)CC)C.[B-](F)(F)(F)F.CN(C(ON1N=NC2C1=CC=CC=2)=[N+](C)C)C.[C:55]([O:59][C:60]([N:62]1[CH2:67][CH2:66][CH:65]([CH2:68][C:69](O)=[O:70])[CH2:64][CH2:63]1)=[O:61])([CH3:58])([CH3:57])[CH3:56], predict the reaction product. The product is: [N:21]1([C:18]2[N:19]=[CH:20][C:15]([O:14][CH2:13][C:11]3[CH:10]=[N:9][N:8]([CH:5]4[CH2:4][CH2:3][N:2]([C:69](=[O:70])[CH2:68][CH:65]5[CH2:66][CH2:67][N:62]([C:60]([O:59][C:55]([CH3:57])([CH3:56])[CH3:58])=[O:61])[CH2:63][CH2:64]5)[CH2:7][CH2:6]4)[N:12]=3)=[CH:16][CH:17]=2)[CH:25]=[N:24][N:23]=[N:22]1. (5) Given the reactants [CH2:1]([O:8][C:9]1[C:14](C=O)=[CH:13][CH:12]=[CH:11][C:10]=1[C:17]1[CH:22]=[CH:21][CH:20]=[CH:19][CH:18]=1)[C:2]1[CH:7]=[CH:6][CH:5]=[CH:4][CH:3]=1.ClC1C=CC=C(C(OO)=[O:31])C=1, predict the reaction product. The product is: [CH2:1]([O:8][C:9]1[C:14]([OH:31])=[CH:13][CH:12]=[CH:11][C:10]=1[C:17]1[CH:22]=[CH:21][CH:20]=[CH:19][CH:18]=1)[C:2]1[CH:7]=[CH:6][CH:5]=[CH:4][CH:3]=1.